Task: Predict the product of the given reaction.. Dataset: Forward reaction prediction with 1.9M reactions from USPTO patents (1976-2016) (1) Given the reactants [CH3:1]/[C:2](/[CH2:9][CH2:10]/[CH:11]=[C:12](/[CH3:19])\[CH2:13][CH2:14][CH:15]=[C:16]([CH3:18])[CH3:17])=[CH:3]/[CH2:4][CH2:5][C:6](=[O:8])[CH3:7].C/C(/CC/C=C(\C)/CCC=C(C)C)=C\CCC(=O)C, predict the reaction product. The product is: [CH3:1][C:2]([CH2:9][CH2:10][CH:11]=[C:12]([CH3:19])[CH2:13][CH2:14][CH:15]=[C:16]([CH3:18])[CH3:17])=[CH:3][CH2:4][CH2:5][C:6](=[O:8])[CH3:7]. (2) Given the reactants [Cl:1][C:2]1[CH:3]=[C:4]([N:11]([C:16]2[C:35]([CH:36]3[CH2:38][CH2:37]3)=[CH:34][C:19]3[C:20]([C:30]([NH:32][CH3:33])=[O:31])=[C:21]([C:23]4[CH:28]=[CH:27][C:26]([Cl:29])=[CH:25][CH:24]=4)[O:22][C:18]=3[CH:17]=2)[S:12]([CH3:15])(=[O:14])=[O:13])[CH:5]=[CH:6][C:7]=1[N+:8]([O-])=O, predict the reaction product. The product is: [NH2:8][C:7]1[CH:6]=[CH:5][C:4]([N:11]([C:16]2[C:35]([CH:36]3[CH2:38][CH2:37]3)=[CH:34][C:19]3[C:20]([C:30]([NH:32][CH3:33])=[O:31])=[C:21]([C:23]4[CH:24]=[CH:25][C:26]([Cl:29])=[CH:27][CH:28]=4)[O:22][C:18]=3[CH:17]=2)[S:12]([CH3:15])(=[O:14])=[O:13])=[CH:3][C:2]=1[Cl:1]. (3) Given the reactants [Cl:1][C:2]1[CH:7]=[CH:6][C:5]([CH2:8][CH2:9][CH2:10][O:11][CH3:12])=[CH:4][C:3]=1[CH2:13][N:14]([CH:27]1[CH2:29][CH2:28]1)[C:15](=[O:26])/[C:16](/[C:24]#[N:25])=[CH:17]/[C:18]1[CH:23]=[CH:22][CH:21]=[CH:20][CH:19]=1.C(OC(OC(C)(C)C)=O)(OC(C)(C)C)=O.CCO.[BH4-].[Na+], predict the reaction product. The product is: [NH2:25][CH2:24][CH:16]([CH2:17][C:18]1[CH:19]=[CH:20][CH:21]=[CH:22][CH:23]=1)[C:15]([N:14]([CH2:13][C:3]1[CH:4]=[C:5]([CH2:8][CH2:9][CH2:10][O:11][CH3:12])[CH:6]=[CH:7][C:2]=1[Cl:1])[CH:27]1[CH2:28][CH2:29]1)=[O:26].